Regression. Given two drug SMILES strings and cell line genomic features, predict the synergy score measuring deviation from expected non-interaction effect. From a dataset of NCI-60 drug combinations with 297,098 pairs across 59 cell lines. (1) Drug 2: CC1=CC=C(C=C1)C2=CC(=NN2C3=CC=C(C=C3)S(=O)(=O)N)C(F)(F)F. Drug 1: COC1=CC(=CC(=C1O)OC)C2C3C(COC3=O)C(C4=CC5=C(C=C24)OCO5)OC6C(C(C7C(O6)COC(O7)C8=CC=CS8)O)O. Cell line: A498. Synergy scores: CSS=27.2, Synergy_ZIP=-4.28, Synergy_Bliss=-1.11, Synergy_Loewe=-21.5, Synergy_HSA=-0.349. (2) Drug 1: CCCCCOC(=O)NC1=NC(=O)N(C=C1F)C2C(C(C(O2)C)O)O. Drug 2: CC1CCC2CC(C(=CC=CC=CC(CC(C(=O)C(C(C(=CC(C(=O)CC(OC(=O)C3CCCCN3C(=O)C(=O)C1(O2)O)C(C)CC4CCC(C(C4)OC)OCCO)C)C)O)OC)C)C)C)OC. Cell line: SK-OV-3. Synergy scores: CSS=-6.03, Synergy_ZIP=0.0163, Synergy_Bliss=-4.62, Synergy_Loewe=-3.99, Synergy_HSA=-5.93. (3) Drug 1: CC(C1=C(C=CC(=C1Cl)F)Cl)OC2=C(N=CC(=C2)C3=CN(N=C3)C4CCNCC4)N. Drug 2: CC1=C(C=C(C=C1)NC(=O)C2=CC=C(C=C2)CN3CCN(CC3)C)NC4=NC=CC(=N4)C5=CN=CC=C5. Cell line: NCI-H226. Synergy scores: CSS=0.668, Synergy_ZIP=-0.392, Synergy_Bliss=0.775, Synergy_Loewe=-6.19, Synergy_HSA=-1.22. (4) Drug 1: CC12CCC3C(C1CCC2O)C(CC4=C3C=CC(=C4)O)CCCCCCCCCS(=O)CCCC(C(F)(F)F)(F)F. Drug 2: CN(C(=O)NC(C=O)C(C(C(CO)O)O)O)N=O. Cell line: NCI/ADR-RES. Synergy scores: CSS=-5.74, Synergy_ZIP=5.88, Synergy_Bliss=5.33, Synergy_Loewe=-2.29, Synergy_HSA=-2.56. (5) Drug 1: CC=C1C(=O)NC(C(=O)OC2CC(=O)NC(C(=O)NC(CSSCCC=C2)C(=O)N1)C(C)C)C(C)C. Drug 2: CNC(=O)C1=NC=CC(=C1)OC2=CC=C(C=C2)NC(=O)NC3=CC(=C(C=C3)Cl)C(F)(F)F. Cell line: LOX IMVI. Synergy scores: CSS=45.8, Synergy_ZIP=0.583, Synergy_Bliss=2.21, Synergy_Loewe=-64.1, Synergy_HSA=-0.185. (6) Drug 1: CC12CCC3C(C1CCC2=O)CC(=C)C4=CC(=O)C=CC34C. Drug 2: CN(CCCl)CCCl.Cl. Cell line: EKVX. Synergy scores: CSS=24.7, Synergy_ZIP=-1.56, Synergy_Bliss=0.858, Synergy_Loewe=-3.12, Synergy_HSA=1.45. (7) Drug 1: C1CCC(CC1)NC(=O)N(CCCl)N=O. Drug 2: C1=C(C(=O)NC(=O)N1)F. Cell line: PC-3. Synergy scores: CSS=35.7, Synergy_ZIP=-0.776, Synergy_Bliss=0.229, Synergy_Loewe=2.57, Synergy_HSA=3.80. (8) Drug 1: C1CCN(CC1)CCOC2=CC=C(C=C2)C(=O)C3=C(SC4=C3C=CC(=C4)O)C5=CC=C(C=C5)O. Drug 2: CCC1=C2CN3C(=CC4=C(C3=O)COC(=O)C4(CC)O)C2=NC5=C1C=C(C=C5)O. Cell line: RXF 393. Synergy scores: CSS=21.4, Synergy_ZIP=1.47, Synergy_Bliss=1.24, Synergy_Loewe=-17.1, Synergy_HSA=1.02.